Dataset: Catalyst prediction with 721,799 reactions and 888 catalyst types from USPTO. Task: Predict which catalyst facilitates the given reaction. (1) Reactant: [C:1]([NH:8][C@H:9]([C:13]([OH:15])=[O:14])[C@H:10]([CH3:12])[OH:11])([O:3][C:4]([CH3:7])([CH3:6])[CH3:5])=[O:2].[CH3:16]I.O. Product: [CH3:16][O:14][C:13](=[O:15])[C@H:9]([C@H:10]([CH3:12])[OH:11])[NH:8][C:1]([O:3][C:4]([CH3:6])([CH3:5])[CH3:7])=[O:2]. The catalyst class is: 3. (2) Reactant: N1C2C(=NC=CC=2)N(O[C:11]([C:13]2[C:17]([CH3:18])=[C:16](/[CH:19]=[C:20]3\[C:21](=[O:41])[NH:22][C:23]4[C:28]\3=[CH:27][C:26]([S:29]([CH2:32][C:33]3[C:38]([Cl:39])=[CH:37][CH:36]=[CH:35][C:34]=3[Cl:40])(=[O:31])=[O:30])=[CH:25][CH:24]=4)[NH:15][C:14]=2[CH3:42])=[O:12])N=1.[NH2:43][CH2:44][CH2:45][N:46]1[CH2:51][CH2:50][N:49]([C:52](=[O:54])[CH3:53])[CH2:48][CH2:47]1. Product: [C:52]([N:49]1[CH2:50][CH2:51][N:46]([CH2:45][CH2:44][NH:43][C:11]([C:13]2[C:17]([CH3:18])=[C:16](/[CH:19]=[C:20]3\[C:21](=[O:41])[NH:22][C:23]4[C:28]\3=[CH:27][C:26]([S:29]([CH2:32][C:33]3[C:34]([Cl:40])=[CH:35][CH:36]=[CH:37][C:38]=3[Cl:39])(=[O:31])=[O:30])=[CH:25][CH:24]=4)[NH:15][C:14]=2[CH3:42])=[O:12])[CH2:47][CH2:48]1)(=[O:54])[CH3:53]. The catalyst class is: 44. (3) Reactant: ON1C2C=CC=CC=2N=N1.[CH2:11]([O:18][C:19]([NH:21]C1(C)CCN(C(=O)C(O)=O)CC1)=[O:20])[C:12]1[CH:17]=[CH:16][CH:15]=[CH:14][CH:13]=1.Cl.CN(C)CCCN=C=NCC. Product: [CH2:11]([O:18][C:19](=[O:20])[NH2:21])[C:12]1[CH:17]=[CH:16][CH:15]=[CH:14][CH:13]=1. The catalyst class is: 7. (4) Reactant: N1(C([O-])=O)CCC[CH2:2]1.[CH2:9]([C@@H:16]1[CH2:20]OC(=O)N1C(=O)CC1C=CC(C(F)(F)F)=C(F)C=1)[C:10]1C=CC=[CH:12][CH:11]=1.C(N(C(C)C)CC)(C)C.COC1CCCN1[C:52]([O:54][C:55]([CH3:58])(C)C)=[O:53]. Product: [CH3:20][CH2:16][CH2:9][CH2:10][CH2:11][CH3:12].[C:52]([O:54][CH2:55][CH3:58])(=[O:53])[CH3:2]. The catalyst class is: 528. (5) Reactant: [F:1][C:2]1[CH:3]=[C:4]([CH:44]=[CH:45][CH:46]=1)[CH2:5][C:6]([S:24]([CH2:27][CH2:28][C:29]1[CH:34]=[CH:33][C:32]([O:35][CH2:36][C:37]2[CH:42]=[CH:41][CH:40]=[C:39]([F:43])[CH:38]=2)=[CH:31][CH:30]=1)(=[O:26])=[O:25])([CH2:11][CH2:12][N:13]1[C:18](=[O:19])[C:17]2[CH:20]=[CH:21][CH:22]=[CH:23][C:16]=2[N:15]=[N:14]1)[C:7]([O:9]C)=[O:8].[OH-].[Li+].S(=O)(O)[O-].[Na+]. Product: [F:1][C:2]1[CH:3]=[C:4]([CH:44]=[CH:45][CH:46]=1)[CH2:5][C:6]([S:24]([CH2:27][CH2:28][C:29]1[CH:34]=[CH:33][C:32]([O:35][CH2:36][C:37]2[CH:42]=[CH:41][CH:40]=[C:39]([F:43])[CH:38]=2)=[CH:31][CH:30]=1)(=[O:26])=[O:25])([CH2:11][CH2:12][N:13]1[C:18](=[O:19])[C:17]2[CH:20]=[CH:21][CH:22]=[CH:23][C:16]=2[N:15]=[N:14]1)[C:7]([OH:9])=[O:8]. The catalyst class is: 193.